From a dataset of Forward reaction prediction with 1.9M reactions from USPTO patents (1976-2016). Predict the product of the given reaction. Given the reactants [Br:1][C:2]1[CH:17]=[C:16]([S:18]([CH2:21][CH3:22])(=[O:20])=[O:19])[CH:15]=[CH:14][C:3]=1[O:4][C:5]1[C:10]([CH3:11])=[CH:9][CH:8]=[CH:7][C:6]=1[CH2:12]Br.[NH:23]1[CH2:27][CH2:26][CH2:25][C:24]1=[O:28].[H-].[Na+], predict the reaction product. The product is: [Br:1][C:2]1[CH:17]=[C:16]([S:18]([CH2:21][CH3:22])(=[O:20])=[O:19])[CH:15]=[CH:14][C:3]=1[O:4][C:5]1[C:10]([CH3:11])=[CH:9][CH:8]=[CH:7][C:6]=1[CH2:12][N:23]1[CH2:27][CH2:26][CH2:25][C:24]1=[O:28].